From a dataset of Reaction yield outcomes from USPTO patents with 853,638 reactions. Predict the reaction yield, written as a fraction of the theoretical maximum amount of product (1.0 means a 100% yield; for example, 0.34 means a 34% yield). (1) The reactants are [C:1]([O:4][CH:5]([NH:15][C:16]([O:18][CH2:19][C:20]1[CH:25]=[C:24]([O:26][CH3:27])[CH:23]=[CH:22][C:21]=1[O:28][CH3:29])=[O:17])[CH2:6][O:7][CH2:8][C:9]1[CH:14]=[CH:13][CH:12]=[CH:11][CH:10]=1)(=O)C. The catalyst is CO. The product is [CH2:8]([O:7][CH2:6][CH:5]([NH:15][C:16](=[O:17])[O:18][CH2:19][C:20]1[CH:25]=[C:24]([O:26][CH3:27])[CH:23]=[CH:22][C:21]=1[O:28][CH3:29])[O:4][CH3:1])[C:9]1[CH:14]=[CH:13][CH:12]=[CH:11][CH:10]=1. The yield is 0.950. (2) The reactants are [C:1]1([C:15]2[CH:20]=[CH:19][CH:18]=[CH:17][CH:16]=2)[CH:6]=[CH:5][C:4]([C:7]2[N:8]=[C:9]([CH2:12][CH2:13][NH2:14])[NH:10][CH:11]=2)=[CH:3][CH:2]=1.[S:21](Cl)([OH:24])(=O)=[O:22].[CH3:26][CH2:27][CH2:28][CH3:29].C(=O)([O-])[O-].[K+].[K+]. The catalyst is CN(C=O)C. The product is [C:1]1([C:15]2[CH:16]=[CH:17][CH:18]=[CH:19][CH:20]=2)[CH:6]=[CH:5][C:4]([C:7]2[N:8]=[C:9]([CH2:12][CH2:13][NH:14][S:21]([CH2:26][CH2:27][CH2:28][CH3:29])(=[O:24])=[O:22])[NH:10][CH:11]=2)=[CH:3][CH:2]=1. The yield is 0.190. (3) The reactants are [CH2:1]([N:8]1[CH2:13][CH2:12][C:11]2([C:21]3[C:16](=[CH:17][CH:18]=[CH:19][C:20]=3[CH2:22][NH2:23])[N:15]([C:24]3[C:25]4[CH:32]([CH:33]([CH3:35])[CH3:34])[CH2:31][CH2:30][C:26]=4[N:27]=[CH:28][N:29]=3)[CH2:14]2)[CH2:10][CH2:9]1)[C:2]1[CH:7]=[CH:6][CH:5]=[CH:4][CH:3]=1.[C:36]1(=O)[CH2:40][CH2:39][CH2:38][CH2:37]1.[BH-](OC(C)=O)(OC(C)=O)OC(C)=O.[Na+]. The catalyst is ClCCCl. The product is [CH2:1]([N:8]1[CH2:13][CH2:12][C:11]2([C:21]3[C:16](=[CH:17][CH:18]=[CH:19][C:20]=3[CH2:22][NH:23][CH:36]3[CH2:40][CH2:39][CH2:38][CH2:37]3)[N:15]([C:24]3[C:25]4[CH:32]([CH:33]([CH3:35])[CH3:34])[CH2:31][CH2:30][C:26]=4[N:27]=[CH:28][N:29]=3)[CH2:14]2)[CH2:10][CH2:9]1)[C:2]1[CH:3]=[CH:4][CH:5]=[CH:6][CH:7]=1. The yield is 0.910.